From a dataset of NCI-60 drug combinations with 297,098 pairs across 59 cell lines. Regression. Given two drug SMILES strings and cell line genomic features, predict the synergy score measuring deviation from expected non-interaction effect. (1) Drug 1: C1=NC2=C(N1)C(=S)N=C(N2)N. Drug 2: CN(CC1=CN=C2C(=N1)C(=NC(=N2)N)N)C3=CC=C(C=C3)C(=O)NC(CCC(=O)O)C(=O)O. Cell line: SK-MEL-5. Synergy scores: CSS=31.8, Synergy_ZIP=-1.70, Synergy_Bliss=4.03, Synergy_Loewe=-2.62, Synergy_HSA=3.41. (2) Drug 1: CC1CCCC2(C(O2)CC(NC(=O)CC(C(C(=O)C(C1O)C)(C)C)O)C(=CC3=CSC(=N3)C)C)C. Drug 2: B(C(CC(C)C)NC(=O)C(CC1=CC=CC=C1)NC(=O)C2=NC=CN=C2)(O)O. Cell line: NCIH23. Synergy scores: CSS=73.7, Synergy_ZIP=-1.63, Synergy_Bliss=-4.23, Synergy_Loewe=-3.35, Synergy_HSA=-1.21. (3) Drug 1: CCC1(C2=C(COC1=O)C(=O)N3CC4=CC5=C(C=CC(=C5CN(C)C)O)N=C4C3=C2)O.Cl. Drug 2: C1C(C(OC1N2C=NC(=NC2=O)N)CO)O. Cell line: 786-0. Synergy scores: CSS=20.6, Synergy_ZIP=1.85, Synergy_Bliss=3.24, Synergy_Loewe=-7.04, Synergy_HSA=1.02.